The task is: Predict which catalyst facilitates the given reaction.. This data is from Catalyst prediction with 721,799 reactions and 888 catalyst types from USPTO. Reactant: [CH3:1][C:2]1[CH:11]=[C:10]([CH3:12])[CH:9]=[C:8]2[C:3]=1[CH2:4][CH2:5][CH2:6][CH:7]2[C:13]1[NH:14][CH2:15][CH2:16][N:17]=1. Product: [CH3:1][C:2]1[CH:11]=[C:10]([CH3:12])[CH:9]=[C:8]2[C:3]=1[CH2:4][CH2:5][CH2:6][CH:7]2[C:13]1[NH:17][CH:16]=[CH:15][N:14]=1. The catalyst class is: 787.